The task is: Predict the reactants needed to synthesize the given product.. This data is from Full USPTO retrosynthesis dataset with 1.9M reactions from patents (1976-2016). (1) Given the product [Br:1][C:2]1[CH:3]=[C:4]([C:14]2[CH:15]=[CH:16][C:11]([C:9]#[N:10])=[CH:12][CH:13]=2)[CH:5]=[CH:6][CH:7]=1, predict the reactants needed to synthesize it. The reactants are: [Br:1][C:2]1[CH:3]=[C:4](I)[CH:5]=[CH:6][CH:7]=1.[C:9]([C:11]1[CH:16]=[CH:15][C:14](B(O)O)=[CH:13][CH:12]=1)#[N:10].COCCOC.C(=O)([O-])[O-].[Na+].[Na+]. (2) Given the product [CH3:54][N:47]([C:48]1[CH:53]=[CH:52][CH:51]=[CH:50][CH:49]=1)[C:45]1[N:44]=[C:43]([NH2:55])[N:42]=[C:41]([C:38]2[N:37]=[C:36]([C:33]3[CH:34]=[N:35][C:30]([NH:59][CH2:58][C:57]([F:61])([F:60])[F:56])=[CH:31][CH:32]=3)[O:40][N:39]=2)[N:46]=1, predict the reactants needed to synthesize it. The reactants are: CN(C1C(C2C(P(C3CCCCC3)C3CCCCC3)=CC=CC=2)=CC=CC=1)C.Cl[C:30]1[N:35]=[CH:34][C:33]([C:36]2[O:40][N:39]=[C:38]([C:41]3[N:46]=[C:45]([N:47]([CH3:54])[C:48]4[CH:53]=[CH:52][CH:51]=[CH:50][CH:49]=4)[N:44]=[C:43]([NH2:55])[N:42]=3)[N:37]=2)=[CH:32][CH:31]=1.[F:56][C:57]([F:61])([F:60])[CH2:58][NH2:59].[Li+].C[Si]([N-][Si](C)(C)C)(C)C.